From a dataset of Reaction yield outcomes from USPTO patents with 853,638 reactions. Predict the reaction yield, written as a fraction of the theoretical maximum amount of product (1.0 means a 100% yield; for example, 0.34 means a 34% yield). (1) The reactants are [C:1]([C:5]1[C:10]([N+:11]([O-])=O)=[CH:9][C:8]([OH:14])=[C:7]([Cl:15])[CH:6]=1)([CH3:4])([CH3:3])[CH3:2]. The catalyst is CO.[Ni]. The product is [C:1]([C:5]1[C:10]([NH2:11])=[CH:9][C:8]([OH:14])=[C:7]([Cl:15])[CH:6]=1)([CH3:4])([CH3:2])[CH3:3]. The yield is 0.780. (2) The reactants are COC(SCl)=O.[SH:7][CH2:8][CH2:9][OH:10].[SH:11][C:12]1[CH:17]=[CH:16][CH:15]=[CH:14][N:13]=1. The catalyst is ClCCl. The product is [N:13]1[CH:14]=[CH:15][CH:16]=[CH:17][C:12]=1[S:11][S:7][CH2:8][CH2:9][OH:10]. The yield is 0.780. (3) The reactants are COC(OC)C1C=CC(I)=CC=1.C(=O)([O-])[O-].[Cs+].[Cs+].N1CCOCC1.C[O:26][CH:27](OC)[C:28]1[CH:33]=[CH:32][C:31]([N:34]2[CH2:39][CH2:38][O:37][CH2:36][CH2:35]2)=[CH:30][CH:29]=1.Cl.CCOCC.C(=O)(O)[O-].[Na+]. The catalyst is C1(C)C=CC=CC=1.C(O)(C)(C)C.C1COCC1. The product is [N:34]1([C:31]2[CH:30]=[CH:29][C:28]([CH:27]=[O:26])=[CH:33][CH:32]=2)[CH2:39][CH2:38][O:37][CH2:36][CH2:35]1. The yield is 0.750. (4) The reactants are [CH3:1][C:2]1[CH:7]=[CH:6][C:5]([S:8]([O:11][C:12]2[CH:17]=[CH:16][C:15]([NH2:18])=[C:14](Br)[CH:13]=2)(=[O:10])=[O:9])=[CH:4][CH:3]=1.N. The catalyst is [Pd].C1(P(C2C=CC=CC=2)C2C=CC=CC=2)C=CC=CC=1.C1(P(C2C=CC=CC=2)C2C=CC=CC=2)C=CC=CC=1.C1(P(C2C=CC=CC=2)C2C=CC=CC=2)C=CC=CC=1.C1(P(C2C=CC=CC=2)C2C=CC=CC=2)C=CC=CC=1.CN(C)C=O. The product is [CH3:1][C:2]1[CH:7]=[CH:6][C:5]([S:8]([O:11][C:12]2[CH:17]=[CH:16][C:15]([NH2:18])=[C:14]([CH2:4][CH:3]=[C:2]([CH3:7])[CH3:1])[CH:13]=2)(=[O:10])=[O:9])=[CH:4][CH:3]=1. The yield is 0.360. (5) The reactants are [Cl:1][C:2]1[CH:7]=[CH:6][C:5]([C:8]2[N:9]([CH2:23][C@H:24]([OH:29])[C:25]([F:28])([F:27])[F:26])[C:10](=[O:22])[N:11]([CH2:13][C:14]3[N:18]=[C:17]([CH:19]([OH:21])[CH3:20])[NH:16][N:15]=3)[N:12]=2)=[CH:4][CH:3]=1.[F:30][C:31]([F:42])([F:41])[C:32]1[CH:33]=[C:34](B(O)O)[CH:35]=[CH:36][CH:37]=1.B(O)O. The catalyst is N1C=CC=CC=1.C([O-])(=O)C.[Cu+2].C([O-])(=O)C. The product is [Cl:1][C:2]1[CH:3]=[CH:4][C:5]([C:8]2[N:9]([CH2:23][C@H:24]([OH:29])[C:25]([F:26])([F:28])[F:27])[C:10](=[O:22])[N:11]([CH2:13][C:14]3[N:18]=[C:17]([CH:19]([OH:21])[CH3:20])[N:16]([C:36]4[CH:35]=[CH:34][CH:33]=[C:32]([C:31]([F:42])([F:41])[F:30])[CH:37]=4)[N:15]=3)[N:12]=2)=[CH:6][CH:7]=1. The yield is 0.136.